This data is from Peptide-MHC class I binding affinity with 185,985 pairs from IEDB/IMGT. The task is: Regression. Given a peptide amino acid sequence and an MHC pseudo amino acid sequence, predict their binding affinity value. This is MHC class I binding data. (1) The peptide sequence is QEPGPVGPL. The MHC is HLA-A30:01 with pseudo-sequence HLA-A30:01. The binding affinity (normalized) is 0.213. (2) The peptide sequence is LLLIALWNL. The MHC is HLA-A02:03 with pseudo-sequence HLA-A02:03. The binding affinity (normalized) is 0.141. (3) The peptide sequence is YFTFDLTAL. The MHC is HLA-A03:01 with pseudo-sequence HLA-A03:01. The binding affinity (normalized) is 0.0847. (4) The peptide sequence is AVTKTDGIPI. The MHC is HLA-A02:01 with pseudo-sequence HLA-A02:01. The binding affinity (normalized) is 0.326.